This data is from Full USPTO retrosynthesis dataset with 1.9M reactions from patents (1976-2016). The task is: Predict the reactants needed to synthesize the given product. (1) Given the product [F:1][C:2]1[C:10]([O:11][C:12]2[C:21]3[C:16](=[CH:17][C:18]([O:24][CH2:25][C@@H:26]4[CH2:30][CH2:29][CH2:28][NH:27]4)=[C:19]([O:22][CH3:23])[CH:20]=3)[N:15]=[CH:14][N:13]=2)=[CH:9][CH:8]=[C:7]2[C:3]=1[CH:4]=[C:5]([CH3:38])[NH:6]2, predict the reactants needed to synthesize it. The reactants are: [F:1][C:2]1[C:10]([O:11][C:12]2[C:21]3[C:16](=[CH:17][C:18]([O:24][CH2:25][C@@H:26]4[CH2:30][CH2:29][CH2:28][N:27]4C(OC(C)(C)C)=O)=[C:19]([O:22][CH3:23])[CH:20]=3)[N:15]=[CH:14][N:13]=2)=[CH:9][CH:8]=[C:7]2[C:3]=1[CH:4]=[C:5]([CH3:38])[NH:6]2.Cl. (2) Given the product [Cl:23][C:22]1[C:16]2[O:15][CH2:14][C@H:13]([CH2:12][NH:31][CH2:30][CH:29]([CH3:32])[CH3:28])[O:18][C:17]=2[CH:19]=[C:20]([S:24]([CH3:27])(=[O:25])=[O:26])[CH:21]=1, predict the reactants needed to synthesize it. The reactants are: CC1C=CC(S(O[CH2:12][C@@H:13]2[O:18][C:17]3[CH:19]=[C:20]([S:24]([CH3:27])(=[O:26])=[O:25])[CH:21]=[C:22]([Cl:23])[C:16]=3[O:15][CH2:14]2)(=O)=O)=CC=1.[CH3:28][CH:29]([CH3:32])[CH2:30][NH2:31]. (3) The reactants are: CO.[CH3:3][S:4][CH2:5][CH2:6][CH2:7][O:8][C:9]1[CH:10]=[C:11]2[C:15](=[CH:16][CH:17]=1)[N:14](C(OC(C)(C)C)=O)[C:13]([C:25]([O:27]CC)=[O:26])=[CH:12]2.[Li+].[OH-]. Given the product [CH3:3][S:4][CH2:5][CH2:6][CH2:7][O:8][C:9]1[CH:10]=[C:11]2[C:15](=[CH:16][CH:17]=1)[NH:14][C:13]([C:25]([OH:27])=[O:26])=[CH:12]2, predict the reactants needed to synthesize it. (4) Given the product [CH3:20][O:21][C:22]([C@@H:24]1[CH2:26][C@H:25]1[CH2:27][O:13][C:5]1[C:4]2[CH:3]=[C:2]([Cl:1])[CH:11]=[CH:10][C:9]=2[O:8][C:7](=[O:12])[CH:6]=1)=[O:23], predict the reactants needed to synthesize it. The reactants are: [Cl:1][C:2]1[CH:3]=[C:4]2[C:9](=[CH:10][CH:11]=1)[O:8][C:7](=[O:12])[CH:6]=[C:5]2[OH:13].C([O-])([O-])=O.[Cs+].[Cs+].[CH3:20][O:21][C:22]([C@@H:24]1[CH2:26][C@H:25]1[CH2:27]OS(C)(=O)=O)=[O:23].S([O-])(=O)(=O)C. (5) Given the product [CH3:1][C:2]1[C:7]([CH2:8][C:26]([OH:29])=[O:27])=[CH:6][C:5]([CH2:11][C:12]2[S:13][C:14]3[C:20]([F:21])=[CH:19][C:18]([F:22])=[C:17]([F:23])[C:15]=3[N:16]=2)=[C:4]([CH3:24])[N:3]=1, predict the reactants needed to synthesize it. The reactants are: [CH3:1][C:2]1[C:7]([CH2:8]C#N)=[CH:6][C:5]([CH2:11][C:12]2[S:13][C:14]3[C:20]([F:21])=[CH:19][C:18]([F:22])=[C:17]([F:23])[C:15]=3[N:16]=2)=[C:4]([CH3:24])[N:3]=1.O.[C:26]([O-:29])(O)=[O:27].[Na+].